This data is from Human liver microsome stability data. The task is: Regression/Classification. Given a drug SMILES string, predict its absorption, distribution, metabolism, or excretion properties. Task type varies by dataset: regression for continuous measurements (e.g., permeability, clearance, half-life) or binary classification for categorical outcomes (e.g., BBB penetration, CYP inhibition). Dataset: hlm. (1) The compound is Cc1cnc2nc1-c1ccnc(c1)OCCC=CCOCc1cc(ccc1OCCN1CCCC1)N2. The result is 0 (unstable in human liver microsomes). (2) The drug is O=C(CCCCCCCCCCCCCCC[P+](c1ccccc1)(c1ccccc1)c1ccccc1)c1ccc(O)cc1O. The result is 0 (unstable in human liver microsomes). (3) The result is 0 (unstable in human liver microsomes). The compound is COc1cc2nc(C)cc(O)c2cc1Cl. (4) The drug is Cc1nc(C(=O)N[C@H]2CC[C@H](C)CC2)c(C)c(-c2ccc(Cl)cc2)c1[C@H](OC(C)(C)C)C(=O)O. The result is 0 (unstable in human liver microsomes). (5) The molecule is COc1ccc2c(OC[C@@H]3C[C@H]4C(=O)N(C)CCCCC=C[C@H]5C[C@]5(C(=O)NS(=O)(=O)C5(C)CC5)NC(=O)N34)cc(-c3nc(C(C)C)cs3)nc2c1Cl. The result is 1 (stable in human liver microsomes).